Dataset: Full USPTO retrosynthesis dataset with 1.9M reactions from patents (1976-2016). Task: Predict the reactants needed to synthesize the given product. (1) Given the product [C:37]([C:35]1[S:36][C:32]([C:11]2[N:10]=[C:9]([O:22][C@@H:23]([C@H:25]3[CH2:29][NH:28][C:27](=[O:30])[CH2:26]3)[CH3:24])[C:8]3[N:4]([CH:1]4[CH2:2][CH2:3]4)[CH:5]=[N:6][C:7]=3[CH:12]=2)=[CH:33][N:34]=1)([CH3:40])([CH3:39])[CH3:38], predict the reactants needed to synthesize it. The reactants are: [CH:1]1([N:4]2[C:8]3[C:9]([O:22][C@@H:23]([C@H:25]4[CH2:29][NH:28][C:27](=[O:30])[CH2:26]4)[CH3:24])=[N:10][C:11](B4OC(C)(C)C(C)(C)O4)=[CH:12][C:7]=3[N:6]=[CH:5]2)[CH2:3][CH2:2]1.Br[C:32]1[S:36][C:35]([C:37]([CH3:40])([CH3:39])[CH3:38])=[N:34][CH:33]=1.C([O-])([O-])=O.[Na+].[Na+].N#N. (2) Given the product [CH:35]1([C@H:27]([NH:26][C:24]([C:23]2[CH:22]=[CH:21][C:20]([C:41]3[CH:42]=[CH:43][C:44]([O:47][CH3:48])=[CH:45][CH:46]=3)=[CH:19][C:18]=2[NH:17][C:15]([NH:14][C:3]2[C:2]([Cl:1])=[CH:7][C:6]([O:8][C:9]([F:10])([F:12])[F:11])=[CH:5][C:4]=2[Cl:13])=[O:16])=[O:25])[C:28]([O:30][C:31]([CH3:32])([CH3:33])[CH3:34])=[O:29])[CH2:40][CH2:39][CH2:38][CH2:37][CH2:36]1, predict the reactants needed to synthesize it. The reactants are: [Cl:1][C:2]1[CH:7]=[C:6]([O:8][C:9]([F:12])([F:11])[F:10])[CH:5]=[C:4]([Cl:13])[C:3]=1[N:14]=[C:15]=[O:16].[NH2:17][C:18]1[CH:19]=[C:20]([C:41]2[CH:46]=[CH:45][C:44]([O:47][CH3:48])=[CH:43][CH:42]=2)[CH:21]=[CH:22][C:23]=1[C:24]([NH:26][C@@H:27]([CH:35]1[CH2:40][CH2:39][CH2:38][CH2:37][CH2:36]1)[C:28]([O:30][C:31]([CH3:34])([CH3:33])[CH3:32])=[O:29])=[O:25].CCCCCC.C(OCC)(=O)C. (3) Given the product [CH2:22]([O:24][CH2:25][CH2:26][N:27]1[CH2:19][C:5]2[C:4](=[CH:9][CH:8]=[C:7]([O:10][C:11]3[CH:12]=[CH:13][C:14]([OH:17])=[CH:15][CH:16]=3)[CH:6]=2)[C:3]1=[O:21])[CH3:23], predict the reactants needed to synthesize it. The reactants are: CO[C:3](=[O:21])[C:4]1[CH:9]=[CH:8][C:7]([O:10][C:11]2[CH:16]=[CH:15][C:14]([O:17]C)=[CH:13][CH:12]=2)=[CH:6][C:5]=1[CH2:19]Br.[CH2:22]([O:24][CH2:25][CH2:26][NH2:27])[CH3:23].C(N(CC)CC)C. (4) Given the product [CH3:26][C:19]1[CH:20]=[C:21]([CH3:25])[CH:22]=[C:23]([CH3:24])[C:18]=1[NH:17][C:16]1[C:11]2[CH:10]=[CH:9][NH:8][C:12]=2[N:13]=[C:14]([NH:27][C:28]2[CH:29]=[CH:30][C:31]([C:32]#[N:33])=[CH:34][CH:35]=2)[N:15]=1, predict the reactants needed to synthesize it. The reactants are: C([N:8]1[C:12]2[N:13]=[C:14]([NH:27][C:28]3[CH:35]=[CH:34][C:31]([C:32]#[N:33])=[CH:30][CH:29]=3)[N:15]=[C:16]([NH:17][C:18]3[C:23]([CH3:24])=[CH:22][C:21]([CH3:25])=[CH:20][C:19]=3[CH3:26])[C:11]=2[CH:10]=[CH:9]1)C1C=CC=CC=1.[Cl-].[Al+3].[Cl-].[Cl-]. (5) Given the product [CH2:12]([N:16]1[CH2:21][CH2:20][N:19]([C:2]2[CH:3]=[CH:4][C:5]([N+:9]([O-:11])=[O:10])=[C:6]([NH2:7])[CH:8]=2)[CH2:18][CH2:17]1)[CH2:13][CH2:14][CH3:15], predict the reactants needed to synthesize it. The reactants are: Cl[C:2]1[CH:3]=[CH:4][C:5]([N+:9]([O-:11])=[O:10])=[C:6]([CH:8]=1)[NH2:7].[CH2:12]([N:16]1[CH2:21][CH2:20][NH:19][CH2:18][CH2:17]1)[CH2:13][CH2:14][CH3:15].C(=O)([O-])[O-].[K+].[K+].O.